From a dataset of Full USPTO retrosynthesis dataset with 1.9M reactions from patents (1976-2016). Predict the reactants needed to synthesize the given product. (1) Given the product [CH2:1]([N:3]([CH2:29][C:30]1[CH:35]=[CH:34][C:33]([O:36][CH2:40][CH2:41][N:43]([CH2:45][CH3:46])[CH3:44])=[C:32]([F:37])[CH:31]=1)[C:4]1[CH:9]=[C:8]([O:10][CH3:11])[CH:7]=[CH:6][C:5]=1[C@@H:12]1[CH2:21][CH2:20][C:19]2[CH:18]=[C:17]([OH:22])[CH:16]=[CH:15][C:14]=2[CH2:13]1)[CH3:2], predict the reactants needed to synthesize it. The reactants are: [CH2:1]([N:3]([C:29](=O)[C:30]1[CH:35]=[CH:34][C:33]([OH:36])=[C:32]([F:37])[CH:31]=1)[C:4]1[CH:9]=[C:8]([O:10][CH3:11])[CH:7]=[CH:6][C:5]=1[C@@H:12]1[CH2:21][CH2:20][C:19]2[CH:18]=[C:17]([O:22]C(=O)C(C)(C)C)[CH:16]=[CH:15][C:14]=2[CH2:13]1)[CH3:2].Cl[CH2:40][C:41]([N:43]([CH2:45][CH3:46])[CH3:44])=O. (2) Given the product [Cl:1][C:2]1[CH:7]=[CH:6][N:5]=[CH:4][C:3]=1[C:38]1([OH:40])[CH2:39][O:36][CH2:37]1, predict the reactants needed to synthesize it. The reactants are: [Cl:1][C:2]1[CH:7]=[CH:6][N:5]=[CH:4][CH:3]=1.[Li+].CC([N-]C(C)C)C.C1COCC1.CCCCCCC.C(C1C=CC=CC=1)C.[O:36]1[CH2:39][C:38](=[O:40])[CH2:37]1.